The task is: Predict the reactants needed to synthesize the given product.. This data is from Full USPTO retrosynthesis dataset with 1.9M reactions from patents (1976-2016). (1) Given the product [C:1]([O:5][C:6]([N:8]1[CH2:16][C:15]2[C:10](=[CH:11][CH:12]=[C:13]([N:21]3[CH2:22][CH2:23][S:18](=[O:25])(=[O:24])[CH2:19][CH2:20]3)[CH:14]=2)[CH2:9]1)=[O:7])([CH3:4])([CH3:3])[CH3:2], predict the reactants needed to synthesize it. The reactants are: [C:1]([O:5][C:6]([N:8]1[CH2:16][C:15]2[C:10](=[CH:11][CH:12]=[C:13](I)[CH:14]=2)[CH2:9]1)=[O:7])([CH3:4])([CH3:3])[CH3:2].[S:18]1(=[O:25])(=[O:24])[CH2:23][CH2:22][NH:21][CH2:20][CH2:19]1. (2) Given the product [Cl:12][C:10]1[CH:9]=[C:4]([CH:3]=[C:2]([C:15]2[CH:16]=[CH:17][C:18]([CH3:20])=[CH:19][C:14]=2[F:13])[N:11]=1)[C:5]([O:7][CH3:8])=[O:6], predict the reactants needed to synthesize it. The reactants are: Cl[C:2]1[CH:3]=[C:4]([CH:9]=[C:10]([Cl:12])[N:11]=1)[C:5]([O:7][CH3:8])=[O:6].[F:13][C:14]1[CH:19]=[C:18]([CH3:20])[CH:17]=[CH:16][C:15]=1B(O)O.C(=O)([O-])[O-].[Na+].[Na+].